Dataset: Full USPTO retrosynthesis dataset with 1.9M reactions from patents (1976-2016). Task: Predict the reactants needed to synthesize the given product. (1) Given the product [Cl:20][C:17]1[CH:18]=[CH:19][C:14]([CH2:13][CH:5]([C:4](=[O:3])[CH3:11])[C:6]([O:8][CH2:9][CH3:10])=[O:7])=[CH:15][C:16]=1[O:21][C:22]([F:23])([F:25])[F:24], predict the reactants needed to synthesize it. The reactants are: [H-].[Na+].[O:3]=[C:4]([CH3:11])[CH2:5][C:6]([O:8][CH2:9][CH3:10])=[O:7].Br[CH2:13][C:14]1[CH:19]=[CH:18][C:17]([Cl:20])=[C:16]([O:21][C:22]([F:25])([F:24])[F:23])[CH:15]=1.[NH4+].[Cl-]. (2) Given the product [CH3:33][N:21]([CH3:20])[C:22]1[CH:23]=[C:24]([NH:28][CH2:29][C:30]([N:3]([CH2:1][CH3:2])[CH2:4][C:5]2[CH:10]=[CH:9][CH:8]=[CH:7][N:6]=2)=[O:32])[CH:25]=[CH:26][CH:27]=1, predict the reactants needed to synthesize it. The reactants are: [CH2:1]([NH:3][CH2:4][C:5]1[CH:10]=[CH:9][CH:8]=[CH:7][N:6]=1)[CH3:2].CCN(C(C)C)C(C)C.[CH3:20][N:21]([CH3:33])[C:22]1[CH:23]=[C:24]([NH:28][CH2:29][C:30]([OH:32])=O)[CH:25]=[CH:26][CH:27]=1.CN(C(ON1N=NC2C=CC=CC1=2)=[N+](C)C)C.[B-](F)(F)(F)F.